This data is from Catalyst prediction with 721,799 reactions and 888 catalyst types from USPTO. The task is: Predict which catalyst facilitates the given reaction. (1) Reactant: C(N(CC)[P:4]([O:10][C:11]([CH3:14])([CH3:13])[CH3:12])[O:5][C:6]([CH3:9])([CH3:8])[CH3:7])C.[F:17][C:18]1[CH:19]=[C:20]([NH:24][C:25](=[O:54])[CH2:26][N:27]2[CH:31]=[C:30]([NH:32][C:33]3[C:42]4[C:37](=[CH:38][C:39]([O:43][CH2:44][CH2:45][CH2:46][N:47]([CH2:51][CH2:52][OH:53])[CH2:48][CH2:49][CH3:50])=[CH:40][CH:41]=4)[N:36]=[CH:35][N:34]=3)[CH:29]=[N:28]2)[CH:21]=[CH:22][CH:23]=1.N1C=NN=N1.OO.S(S([O-])=O)([O-])(=O)=O.[Na+].[Na+].C(=O)([O-])O.[K+]. The catalyst class is: 287. Product: [P:4]([O:53][CH2:52][CH2:51][N:47]([CH2:46][CH2:45][CH2:44][O:43][C:39]1[CH:38]=[C:37]2[C:42]([C:33]([NH:32][C:30]3[CH:29]=[N:28][N:27]([CH2:26][C:25]([NH:24][C:20]4[CH:21]=[CH:22][CH:23]=[C:18]([F:17])[CH:19]=4)=[O:54])[CH:31]=3)=[N:34][CH:35]=[N:36]2)=[CH:41][CH:40]=1)[CH2:48][CH2:49][CH3:50])([O:5][C:6]([CH3:7])([CH3:8])[CH3:9])[O:10][C:11]([CH3:12])([CH3:13])[CH3:14]. (2) Reactant: [C:1](Cl)(Cl)=[O:2].[OH:5][C:6]([C:13]1[CH:18]=[CH:17][CH:16]=[CH:15][C:14]=1[NH:19][CH2:20][CH2:21][C:22]([NH:25][C:26](=[O:32])[O:27][C:28]([CH3:31])([CH3:30])[CH3:29])([CH3:24])[CH3:23])([CH2:10][CH2:11][CH3:12])[CH2:7][CH2:8][CH3:9].C(N(CC)CC)C.N. Product: [C:28]([O:27][C:26](=[O:32])[NH:25][C:22]([CH3:23])([CH3:24])[CH2:21][CH2:20][N:19]1[C:14]2[CH:15]=[CH:16][CH:17]=[CH:18][C:13]=2[C:6]([CH2:7][CH2:8][CH3:9])([CH2:10][CH2:11][CH3:12])[O:5][C:1]1=[O:2])([CH3:30])([CH3:29])[CH3:31]. The catalyst class is: 49. (3) Reactant: [F:1][C:2]1[C:7]2[C:8]([F:17])=[C:9]([NH:15][NH2:16])[C:10]([F:14])=[C:11]([F:13])[CH2:12][C:6]=2[C:5]([F:18])=[C:4]([F:19])[C:3]=1[F:20].[CH3:21][CH:22]([CH3:26])[C:23](=O)[CH3:24]. Product: [F:1][C:2]1[C:7]2[C:8]([F:17])=[C:9]([NH:15][N:16]=[C:23]([CH:22]([CH3:26])[CH3:21])[CH3:24])[C:10]([F:14])=[C:11]([F:13])[CH2:12][C:6]=2[C:5]([F:18])=[C:4]([F:19])[C:3]=1[F:20]. The catalyst class is: 8. (4) Reactant: Cl[C:2]1[CH:9]=[CH:8][C:5]([C:6]#[N:7])=[CH:4][N:3]=1.[CH3:10][O-:11].[Na+]. Product: [CH3:10][O:11][C:2]1[CH:9]=[CH:8][C:5]([C:6]#[N:7])=[CH:4][N:3]=1. The catalyst class is: 5. (5) The catalyst class is: 8. Product: [ClH:28].[NH:17]1[C:25]2=[N:24][CH:23]=[CH:22][CH:21]=[C:20]2[C:19]([CH:26]=[C:6]2[O:5][C:4]([N:3]([CH2:1][CH3:2])[CH2:15][CH3:16])=[C:8]([C:9]([O:11][CH2:12][CH3:13])=[O:10])[C:7]2=[O:14])=[CH:18]1. Reactant: [CH2:1]([N:3]([CH2:15][CH3:16])[C:4]1[O:5][CH2:6][C:7](=[O:14])[C:8]=1[C:9]([O:11][CH2:12][CH3:13])=[O:10])[CH3:2].[NH:17]1[C:25]2[C:20](=[CH:21][CH:22]=[CH:23][N:24]=2)[C:19]([CH:26]=O)=[CH:18]1.[ClH:28]. (6) Reactant: [CH3:1][O:2][C:3]1[CH:4]=[CH:5][C:6]2[N:10]=[C:9]([C:11](Cl)(Cl)Cl)[N:8]([CH2:15][CH2:16][CH2:17][CH2:18][O:19][CH3:20])[C:7]=2[CH:21]=1.[CH3:22][CH:23]([CH3:47])[CH2:24][NH:25][C@H:26]1[CH2:31][C@@H:30]([C:32]([N:34]2[CH2:39][CH2:38][O:37][CH2:36][CH2:35]2)=[O:33])[CH2:29][N:28]([C:40]([O:42][C:43]([CH3:46])([CH3:45])[CH3:44])=[O:41])[CH2:27]1.C(=O)([O-])[O-:49].[K+].[K+]. Product: [CH3:1][O:2][C:3]1[CH:4]=[CH:5][C:6]2[N:10]=[C:9]([C:11]([N:25]([CH2:24][CH:23]([CH3:47])[CH3:22])[C@H:26]3[CH2:31][C@@H:30]([C:32]([N:34]4[CH2:39][CH2:38][O:37][CH2:36][CH2:35]4)=[O:33])[CH2:29][N:28]([C:40]([O:42][C:43]([CH3:45])([CH3:44])[CH3:46])=[O:41])[CH2:27]3)=[O:49])[N:8]([CH2:15][CH2:16][CH2:17][CH2:18][O:19][CH3:20])[C:7]=2[CH:21]=1. The catalyst class is: 47.